Predict the reactants needed to synthesize the given product. From a dataset of Retrosynthesis with 50K atom-mapped reactions and 10 reaction types from USPTO. (1) Given the product CCS(=O)(=O)N1CCN(c2cnc(N)c(-c3nc4ccccc4n3C)n2)CC1, predict the reactants needed to synthesize it. The reactants are: CCS(=O)(=O)N1CCN(c2cnc(N)c(C(=O)O)n2)CC1.CNc1ccccc1N. (2) Given the product Oc1ccc2cc(-c3ccccc3)ccc2c1, predict the reactants needed to synthesize it. The reactants are: COc1ccc2cc(-c3ccccc3)ccc2c1. (3) Given the product Cc1ncc(NC(=O)c2cc(NC(=O)c3cc(F)cc(C(F)(F)F)c3)ccc2C)s1, predict the reactants needed to synthesize it. The reactants are: Cc1ncc(NC(=O)c2cc(N)ccc2C)s1.O=C(O)c1cc(F)cc(C(F)(F)F)c1. (4) Given the product CNCCOCC1COc2ccccc2-c2c(C3CCCCC3)c3ccc(C(=O)NS(=O)(=O)N(C)CC=O)cc3n2C1, predict the reactants needed to synthesize it. The reactants are: CNCCOCC1COc2ccccc2-c2c(C3CCCCC3)c3ccc(C(=O)NS(=O)(=O)N(C)CC(OC)OC)cc3n2C1. (5) Given the product O=Cc1ccc(OC(F)F)cc1, predict the reactants needed to synthesize it. The reactants are: FC(F)Cl.O=Cc1ccc(O)cc1. (6) Given the product N#Cc1cccc(-c2nc(Cl)sc2C(=O)O)c1, predict the reactants needed to synthesize it. The reactants are: CCOC(=O)c1sc(Cl)nc1-c1cccc(C#N)c1.